This data is from Reaction yield outcomes from USPTO patents with 853,638 reactions. The task is: Predict the reaction yield, written as a fraction of the theoretical maximum amount of product (1.0 means a 100% yield; for example, 0.34 means a 34% yield). (1) The reactants are [OH:1][C:2]1[CH:9]=[CH:8][C:5]([CH:6]=O)=[CH:4][CH:3]=1.[NH:10]1[CH2:16][C:14](=[O:15])[NH:13][C:11]1=[O:12].N1CCCCC1.Cl. The catalyst is O. The product is [OH:1][C:2]1[CH:9]=[CH:8][C:5]([CH:6]=[C:16]2[NH:10][C:11](=[O:12])[NH:13][C:14]2=[O:15])=[CH:4][CH:3]=1. The yield is 0.880. (2) The reactants are [N:1]1([C:7]2[CH:19]=[C:18]([C:20]([O:22][CH3:23])=[O:21])[C:10]3[NH:11][C:12]([C:14]([F:17])([F:16])[F:15])=[N:13][C:9]=3[CH:8]=2)[CH2:6][CH2:5][O:4][CH2:3][CH2:2]1.C(=O)([O-])[O-].[K+].[K+].Br[CH2:31][C:32]1[CH:37]=[CH:36][CH:35]=[C:34]([Cl:38])[C:33]=1[Cl:39]. The catalyst is CN(C)C=O. The product is [Cl:39][C:33]1[C:34]([Cl:38])=[CH:35][CH:36]=[CH:37][C:32]=1[CH2:31][N:13]1[C:9]2[CH:8]=[C:7]([N:1]3[CH2:6][CH2:5][O:4][CH2:3][CH2:2]3)[CH:19]=[C:18]([C:20]([O:22][CH3:23])=[O:21])[C:10]=2[N:11]=[C:12]1[C:14]([F:17])([F:15])[F:16]. The yield is 0.0605. (3) The product is [NH2:8][C:9]1[N:14]=[C:13]([CH3:15])[N:12]=[C:11]([C:16]2[CH:17]=[C:18]([C:31]3[CH:36]=[CH:35][CH:34]=[CH:33][N:32]=3)[CH:19]=[N:20][C:21]=2[NH:22][C:23]2[CH:24]=[N:25][C:26]([O:29][CH3:30])=[CH:27][CH:28]=2)[N:10]=1. The yield is 0.410. The catalyst is C(O)(C(F)(F)F)=O. The reactants are COC1C=CC(C[N:8](CC2C=CC(OC)=CC=2)[C:9]2[N:14]=[C:13]([CH3:15])[N:12]=[C:11]([C:16]3[CH:17]=[C:18]([C:31]4[CH:36]=[CH:35][CH:34]=[CH:33][N:32]=4)[CH:19]=[N:20][C:21]=3[NH:22][C:23]3[CH:24]=[N:25][C:26]([O:29][CH3:30])=[CH:27][CH:28]=3)[N:10]=2)=CC=1. (4) The reactants are Cl.[NH2:2][OH:3].C([O-])(=O)C.[Na+].[F:9][C:10]1[CH:11]=[C:12]([CH2:19][C:20]([C:22]2[CH:27]=[CH:26][CH:25]=[CH:24][CH:23]=2)=O)[CH:13]=[C:14]([F:18])[C:15]=1[S:16][CH3:17]. The catalyst is C(O)C.O. The product is [F:9][C:10]1[CH:11]=[C:12]([CH2:19][C:20]([C:22]2[CH:27]=[CH:26][CH:25]=[CH:24][CH:23]=2)=[N:2][OH:3])[CH:13]=[C:14]([F:18])[C:15]=1[S:16][CH3:17]. The yield is 0.530. (5) The reactants are [Cl:1][C:2]1[CH:7]=[CH:6][C:5]([C:8]2[N:12]([C:13]3[CH:18]=[CH:17][C:16]([Cl:19])=[CH:15][C:14]=3[Cl:20])[N:11]=[C:10]([C:21]([NH2:23])=[O:22])[C:9]=2[CH3:24])=[CH:4][CH:3]=1.C[Si]([N-][Si](C)(C)C)(C)C.[Na+].[CH2:35]([N:41]=[C:42]=[O:43])[CH2:36][CH2:37][CH2:38][CH2:39][CH3:40].C([O-])(O)=O.[Na+]. The catalyst is C1COCC1. The product is [Cl:1][C:2]1[CH:3]=[CH:4][C:5]([C:8]2[N:12]([C:13]3[CH:18]=[CH:17][C:16]([Cl:19])=[CH:15][C:14]=3[Cl:20])[N:11]=[C:10]([C:21]([NH:23][C:42](=[O:43])[NH:41][CH2:35][CH2:36][CH2:37][CH2:38][CH2:39][CH3:40])=[O:22])[C:9]=2[CH3:24])=[CH:6][CH:7]=1. The yield is 0.300. (6) The yield is 0.300. The reactants are [Cl:1][C:2]1[CH:22]=[CH:21][C:5]([CH2:6][NH:7][C:8]([C:10]2[C:11]([OH:20])=[C:12]3[CH:18]=[C:17](I)[S:16][C:13]3=[N:14][CH:15]=2)=[O:9])=[CH:4][CH:3]=1.[CH3:23][O:24][CH2:25][C:26]#[CH:27]. The product is [Cl:1][C:2]1[CH:22]=[CH:21][C:5]([CH2:6][NH:7][C:8]([C:10]2[C:11]([OH:20])=[C:12]3[CH:18]=[C:17]([C:27]#[C:26][CH2:25][O:24][CH3:23])[S:16][C:13]3=[N:14][CH:15]=2)=[O:9])=[CH:4][CH:3]=1. The catalyst is C(NCC)C.[Cu](I)I.Cl[Pd](Cl)([P](C1C=CC=CC=1)(C1C=CC=CC=1)C1C=CC=CC=1)[P](C1C=CC=CC=1)(C1C=CC=CC=1)C1C=CC=CC=1.